This data is from Full USPTO retrosynthesis dataset with 1.9M reactions from patents (1976-2016). The task is: Predict the reactants needed to synthesize the given product. (1) Given the product [NH:23]1[C:24]2[C:29](=[CH:28][CH:27]=[CH:26][CH:25]=2)[C:21]([CH2:20][C:17]2[CH:18]=[CH:19][C:14]([NH:13][C:11]([NH:10][CH2:9][CH2:8][NH2:7])=[O:12])=[CH:15][C:16]=2[CH2:30][CH3:31])=[CH:22]1, predict the reactants needed to synthesize it. The reactants are: C(OC(=O)[NH:7][CH2:8][CH2:9][NH:10][C:11]([NH:13][C:14]1[CH:19]=[CH:18][C:17]([CH2:20][C:21]2[C:29]3[C:24](=[CH:25][CH:26]=[CH:27][CH:28]=3)[NH:23][CH:22]=2)=[C:16]([CH2:30][CH3:31])[CH:15]=1)=[O:12])(C)(C)C.FC(F)(F)C(O)=O. (2) Given the product [OH:8][C:7]1[CH:6]=[CH:5][C:4]([CH2:10][C:11]([OH:13])=[O:12])=[CH:3][C:2]=1[CH3:1], predict the reactants needed to synthesize it. The reactants are: [CH3:1][C:2]1[CH:3]=[C:4]([CH2:10][C:11]([OH:13])=[O:12])[CH:5]=[CH:6][C:7]=1[O:8]C.B(Br)(Br)Br. (3) Given the product [C:14]([O:13][C:12]([NH:11][C@@H:9]1[CH2:10][C@H:8]1[C:6]1[CH:7]=[C:2]([CH:3]=[CH:4][C:5]=1[F:19])[C:12]([O:13][CH3:14])=[O:18])=[O:18])([CH3:17])([CH3:16])[CH3:15], predict the reactants needed to synthesize it. The reactants are: Br[C:2]1[CH:3]=[CH:4][C:5]([F:19])=[C:6]([C@@H:8]2[CH2:10][C@H:9]2[NH:11][C:12](=[O:18])[O:13][C:14]([CH3:17])([CH3:16])[CH3:15])[CH:7]=1.C(N(CC)C(C)C)(C)C. (4) Given the product [OH:1][C:2]1[CH:7]=[CH:6][CH:5]=[CH:4][C:3]=1[NH:8][C:9]1[N:10]=[C:11]2[C:12]([NH:20][C:39](=[O:40])[N:23]2[C:24]2[CH:29]=[CH:28][CH:27]=[CH:26][C:25]=2[O:30][CH3:31])=[C:13]([C:15]([NH2:56])=[O:16])[N:14]=1, predict the reactants needed to synthesize it. The reactants are: [OH:1][C:2]1[CH:7]=[CH:6][CH:5]=[CH:4][C:3]=1[NH:8][C:9]1[N:14]=[C:13]([C:15](OCC)=[O:16])[C:12]([N+:20]([O-])=O)=[C:11]([NH:23][C:24]2[CH:29]=[CH:28][CH:27]=[CH:26][C:25]=2[O:30][CH3:31])[N:10]=1.ClC1N=C([C:39](OCC)=[O:40])C([N+]([O-])=O)=C(NC2C=CC=CC=2OC)N=1.[NH2:56]C1C=CC=CC=1O.C(N(CC)C(C)C)(C)C. (5) The reactants are: [Br:1][C:2]1[N:6]2[N:7]=[C:8](F)[CH:9]=[CH:10][C:5]2=[N:4][CH:3]=1.[NH2:12][CH2:13][C@H:14]1[N:18]([CH2:19][CH2:20][CH:21]([CH3:23])[CH3:22])[C:17](=[O:24])[CH2:16][CH2:15]1. Given the product [Br:1][C:2]1[N:6]2[N:7]=[C:8]([NH:12][CH2:13][C@H:14]3[N:18]([CH2:19][CH2:20][CH:21]([CH3:22])[CH3:23])[C:17](=[O:24])[CH2:16][CH2:15]3)[CH:9]=[CH:10][C:5]2=[N:4][CH:3]=1, predict the reactants needed to synthesize it. (6) Given the product [CH2:25]([N:16]1[CH:17]=[C:18]([C:19]2[CH:20]=[CH:21][N:22]=[CH:23][CH:24]=2)[C:14]([C:10]2[C:9]([F:27])=[C:8]([NH2:7])[CH:13]=[CH:12][CH:11]=2)=[N:15]1)[CH3:26], predict the reactants needed to synthesize it. The reactants are: C(OC(=O)[NH:7][C:8]1[CH:13]=[CH:12][CH:11]=[C:10]([C:14]2[C:18]([C:19]3[CH:24]=[CH:23][N:22]=[CH:21][CH:20]=3)=[CH:17][N:16]([CH2:25][CH3:26])[N:15]=2)[C:9]=1[F:27])(C)(C)C. (7) Given the product [CH2:16]([O:23][C:24]([NH:26][CH2:27][CH2:28][CH2:29][CH2:30][CH:6]([C:7]([O:9][CH2:10][CH3:11])=[O:8])[C:5]([O:13][CH2:14][CH3:15])=[O:12])=[O:25])[C:17]1[CH:22]=[CH:21][CH:20]=[CH:19][CH:18]=1, predict the reactants needed to synthesize it. The reactants are: [O-]CC.[Na+].[C:5]([O:13][CH2:14][CH3:15])(=[O:12])[CH2:6][C:7]([O:9][CH2:10][CH3:11])=[O:8].[CH2:16]([O:23][C:24]([NH:26][CH2:27][CH2:28][CH2:29][CH2:30]Br)=[O:25])[C:17]1[CH:22]=[CH:21][CH:20]=[CH:19][CH:18]=1. (8) The reactants are: Cl[C:2]1[N:7]=[C:6]([C:8]2[N:12]3[CH:13]=[CH:14][CH:15]=[CH:16][C:11]3=[N:10][C:9]=2[C:17]2[CH:18]=[CH:19][C:20]([O:34][CH3:35])=[C:21]([CH:33]=2)[C:22]([NH:24][C:25]2[C:30]([F:31])=[CH:29][CH:28]=[CH:27][C:26]=2[F:32])=[O:23])[CH:5]=[CH:4][N:3]=1.[CH3:36][C:37]1[C:38]([N:46]2[CH2:51][CH2:50][N:49]([CH2:52][CH2:53][S:54]([CH3:57])(=[O:56])=[O:55])[CH2:48][CH2:47]2)=[CH:39][C:40]([O:44][CH3:45])=[C:41]([CH:43]=1)[NH2:42].C1(C)C=CC(S(O)(=O)=O)=CC=1.C[O-].[Na+]. Given the product [F:32][C:26]1[CH:27]=[CH:28][CH:29]=[C:30]([F:31])[C:25]=1[NH:24][C:22](=[O:23])[C:21]1[CH:33]=[C:17]([C:9]2[N:10]=[C:11]3[CH:16]=[CH:15][CH:14]=[CH:13][N:12]3[C:8]=2[C:6]2[CH:5]=[CH:4][N:3]=[C:2]([NH:42][C:41]3[CH:43]=[C:37]([CH3:36])[C:38]([N:46]4[CH2:51][CH2:50][N:49]([CH2:52][CH2:53][S:54]([CH3:57])(=[O:56])=[O:55])[CH2:48][CH2:47]4)=[CH:39][C:40]=3[O:44][CH3:45])[N:7]=2)[CH:18]=[CH:19][C:20]=1[O:34][CH3:35], predict the reactants needed to synthesize it. (9) Given the product [Cl:1][C:2]1[N:11]=[CH:10][C:9]2[N:8]([CH2:24][C:25]3[CH:29]=[CH:28][N:27]([CH3:30])[N:26]=3)[C:7](=[O:12])[CH:6]3[CH2:13][O:14][CH2:15][CH2:16][N:5]3[C:4]=2[N:3]=1, predict the reactants needed to synthesize it. The reactants are: [Cl:1][C:2]1[N:11]=[CH:10][C:9]2[NH:8][C:7](=[O:12])[CH:6]3[CH2:13][O:14][CH2:15][CH2:16][N:5]3[C:4]=2[N:3]=1.C([O-])([O-])=O.[K+].[K+].Cl[CH2:24][C:25]1[CH:29]=[CH:28][N:27]([CH3:30])[N:26]=1.O.